Predict the reaction yield, written as a fraction of the theoretical maximum amount of product (1.0 means a 100% yield; for example, 0.34 means a 34% yield). From a dataset of Reaction yield outcomes from USPTO patents with 853,638 reactions. (1) The reactants are CCCCCC.[CH2:7]([Li])[CH2:8][CH2:9][CH3:10].Br[C:13]1[CH:14]=[CH:15][C:16]2[N:33]3[C:28]([CH:29]=[C:30](Br)[CH:31]=[CH:32]3)=[C:27]3[C:18](=[C:19]4[B:24]([C:25]5[CH:38]=[CH:37][CH:36]=[CH:35][C:26]=53)[CH:23]=[CH:22][CH:21]=[CH:20]4)C=2C=1.CI. The product is [CH3:10][C:9]1[CH:30]=[CH:31][C:32]2[N:33]3[C:28]([CH:29]=[C:14]([CH3:13])[CH:15]=[CH:16]3)=[C:27]3[C:18](=[C:19]4[B:24]([C:25]5[CH:38]=[CH:37][CH:36]=[CH:35][C:26]=53)[CH:23]=[CH:22][CH:21]=[CH:20]4)[C:7]=2[CH:8]=1. The yield is 0.200. The catalyst is C1(C)C=CC=CC=1. (2) The reactants are [C:1]([C:3]1[CH:8]=[C:7]([N+:9]([O-:11])=[O:10])[CH:6]=[CH:5][C:4]=1[N:12]=[CH:13][N:14](C)C)#[N:2].N[C:18]1[CH:19]=[C:20]([C:24]#[CH:25])[CH:21]=[CH:22][CH:23]=1. The catalyst is CC(O)=O. The product is [C:24]([C:20]1[CH:19]=[C:18]([NH:2][C:1]2[C:3]3[C:4](=[CH:5][CH:6]=[C:7]([N+:9]([O-:11])=[O:10])[CH:8]=3)[N:12]=[CH:13][N:14]=2)[CH:23]=[CH:22][CH:21]=1)#[CH:25]. The yield is 0.930. (3) The reactants are C([NH:8][C:9]1[CH:10]=[CH:11][C:12]2[O:16][C:15]([CH3:18])([CH3:17])[CH:14]([C:19]3[CH:24]=[CH:23][C:22]([CH:25]([CH3:27])[CH3:26])=[CH:21][CH:20]=3)[C:13]=2[CH:28]=1)C1C=CC=CC=1. The product is [CH:25]([C:22]1[CH:21]=[CH:20][C:19]([CH:14]2[C:13]3[CH:28]=[C:9]([NH2:8])[CH:10]=[CH:11][C:12]=3[O:16][C:15]2([CH3:18])[CH3:17])=[CH:24][CH:23]=1)([CH3:27])[CH3:26]. The yield is 0.980. The catalyst is CCCCCC. (4) The reactants are P(Cl)(Cl)(Cl)=O.[C:6]([C:9]1[CH:14]=[CH:13][CH:12]=[CH:11][CH:10]=1)(=O)[CH3:7].[ClH:15].NO.C[N:19]([CH:21]=O)C. The catalyst is O. The product is [Cl:15][C:6]([C:9]1[CH:14]=[CH:13][CH:12]=[CH:11][CH:10]=1)=[CH:7][C:21]#[N:19]. The yield is 0.520. (5) The reactants are [Sm].ICCI.CN(C)P(N(C)C)(N(C)C)=O.[CH3:17][C:18]([Si:21]([CH3:46])([CH3:45])[O:22][C@@H:23]1[CH2:39][C:38]2[C@@:26]([CH3:44])([C@@H:27]3[C@@H:35]([CH2:36][CH:37]=2)[C@H:34]2[C@@:30]([CH3:43])([C@@H:31]([C:40](=[O:42])[CH3:41])[CH2:32][CH2:33]2)[CH2:29][CH2:28]3)[CH2:25][CH2:24]1)([CH3:20])[CH3:19].Br[CH2:48][CH2:49][CH2:50][CH2:51][CH:52]([CH3:54])[CH3:53]. The product is [CH3:20][C:18]([Si:21]([CH3:46])([CH3:45])[O:22][C@@H:23]1[CH2:39][C:38]2[C@@:26]([CH3:44])([C@@H:27]3[C@@H:35]([CH2:36][CH:37]=2)[C@H:34]2[C@@:30]([CH3:43])([C@@H:31]([C@@:40]([OH:42])([CH2:48][CH2:49][CH2:50][CH2:51][CH:52]([CH3:54])[CH3:53])[CH3:41])[CH2:32][CH2:33]2)[CH2:29][CH2:28]3)[CH2:25][CH2:24]1)([CH3:17])[CH3:19]. The yield is 0.570. The catalyst is O1CCCC1. (6) The reactants are [Br:1][C:2]1[CH:10]=[C:9]2[C:5]([CH2:6][C:7]3([CH2:27][CH2:26][CH:25]([O:28][CH3:29])[CH2:24][CH2:23]3)[C:8]2([NH:16][S:17]([C:19]([CH3:22])([CH3:21])[CH3:20])=[O:18])[C:11]([O:13][CH2:14][CH3:15])=C)=[CH:4][CH:3]=1.C[O:31]C1C=CC(P2(SP(C3C=CC(OC)=CC=3)(=S)S2)=S)=CC=1. The catalyst is O1CCOCC1. The product is [Br:1][C:2]1[CH:10]=[C:9]2[C:5]([CH2:6][C:7]3([CH2:27][CH2:26][CH:25]([O:28][CH3:29])[CH2:24][CH2:23]3)[C:8]2([NH:16][S:17]([C:19]([CH3:21])([CH3:22])[CH3:20])=[O:18])[C:11]([O:13][CH2:14][CH3:15])=[O:31])=[CH:4][CH:3]=1. The yield is 0.340.